From a dataset of Full USPTO retrosynthesis dataset with 1.9M reactions from patents (1976-2016). Predict the reactants needed to synthesize the given product. (1) Given the product [F:1][C:2]1[CH:17]=[CH:16][C:5]([O:6][CH2:7][CH:8]2[CH2:14][O:13][CH2:12][CH:11]([CH3:15])[N:10]([C:25](=[O:26])[C:24]3[CH:28]=[C:20]([CH3:19])[CH:21]=[CH:22][C:23]=3[N:29]3[N:33]=[CH:32][CH:31]=[N:30]3)[CH2:9]2)=[CH:4][C:3]=1[CH3:18], predict the reactants needed to synthesize it. The reactants are: [F:1][C:2]1[CH:17]=[CH:16][C:5]([O:6][CH2:7][CH:8]2[CH2:14][O:13][CH2:12][CH:11]([CH3:15])[NH:10][CH2:9]2)=[CH:4][C:3]=1[CH3:18].[CH3:19][C:20]1[CH:21]=[CH:22][C:23]([N:29]2[N:33]=[CH:32][CH:31]=[N:30]2)=[C:24]([CH:28]=1)[C:25](O)=[O:26].Cl.CN(C)CCCN=C=NCC.ON1C2C=CC=CC=2N=N1.C(N(CC)CC)C. (2) The reactants are: [Br:1][C:2]1[S:6][C:5]([CH:7]=[CH:8][C:9]([C:11]2[CH:16]=[CH:15][C:14]([N+:17]([O-])=O)=[CH:13][CH:12]=2)=[O:10])=[CH:4][CH:3]=1.[Sn](Cl)Cl. Given the product [Br:1][C:2]1[S:6][C:5]([CH:7]=[CH:8][C:9]([C:11]2[CH:12]=[CH:13][C:14]([NH2:17])=[CH:15][CH:16]=2)=[O:10])=[CH:4][CH:3]=1, predict the reactants needed to synthesize it. (3) Given the product [ClH:26].[CH3:1][O:2][C:3]1[CH:4]=[C:5]([CH:6]=[CH:7][C:8]=1[C:9]1[O:13][C:12]([CH3:14])=[N:11][CH:10]=1)[C:15]([NH:17][NH2:18])=[O:16], predict the reactants needed to synthesize it. The reactants are: [CH3:1][O:2][C:3]1[CH:4]=[C:5]([C:15]([NH:17][NH:18]C(OC(C)(C)C)=O)=[O:16])[CH:6]=[CH:7][C:8]=1[C:9]1[O:13][C:12]([CH3:14])=[N:11][CH:10]=1.[ClH:26]. (4) Given the product [CH2:22]([N:24]([CH2:25][CH3:26])[CH2:19][C@@H:17]([OH:18])[CH2:16][O:15][C:12]1[CH:13]=[CH:14][C:9]([C:6]2[C:5]3[CH:20]=[CH:21][C:2]([F:1])=[CH:3][C:4]=3[O:8][N:7]=2)=[CH:10][CH:11]=1)[CH3:23], predict the reactants needed to synthesize it. The reactants are: [F:1][C:2]1[CH:21]=[CH:20][C:5]2[C:6]([C:9]3[CH:14]=[CH:13][C:12]([O:15][CH2:16][C@H:17]4[CH2:19][O:18]4)=[CH:11][CH:10]=3)=[N:7][O:8][C:4]=2[CH:3]=1.[CH2:22]([NH:24][CH2:25][CH3:26])[CH3:23]. (5) Given the product [CH3:26][C:22]1[C:23]([CH3:25])=[CH:24][C:19]2[O:18][CH2:17][C:10]3([C:11]4[C:16](=[CH:15][CH:14]=[CH:13][CH:12]=4)[NH:8][C:9]3=[O:27])[C:20]=2[CH:21]=1, predict the reactants needed to synthesize it. The reactants are: C1(C(C2C=CC=CC=2)[N:8]2[C:16]3[C:11](=[CH:12][CH:13]=[CH:14][CH:15]=3)[C:10]3([C:20]4[CH:21]=[C:22]([CH3:26])[C:23]([CH3:25])=[CH:24][C:19]=4[O:18][CH2:17]3)[C:9]2=[O:27])C=CC=CC=1.C1(C(C2C=CC=CC=2)N2C3C(=CC=CC=3)C3(C4C=C(C)C(OC)=CC=4OC3)C2=O)C=CC=CC=1. (6) The reactants are: [C:1]([N:4]1[C:8]([CH2:15][CH2:16][NH:17][S:18]([CH3:21])(=[O:20])=[O:19])([C:9]2[CH:14]=[CH:13][CH:12]=[CH:11][CH:10]=2)[S:7][C:6]([NH:22]C(=O)C)=[N:5]1)(=[O:3])[CH3:2].[BH4-].[Na+].O.O.O.O.O.O.O.[Cl-].[Ce+3].[Cl-].[Cl-]. Given the product [C:1]([N:4]1[N:5]=[C:6]([NH2:22])[S:7][C:8]1([CH2:15][CH2:16][NH:17][S:18]([CH3:21])(=[O:19])=[O:20])[C:9]1[CH:14]=[CH:13][CH:12]=[CH:11][CH:10]=1)(=[O:3])[CH3:2], predict the reactants needed to synthesize it. (7) The reactants are: BrN1C(=O)CCC1=O.[Br:9][C:10]1[C:11](=[O:34])[N:12]([CH2:27][C:28]2[CH:33]=[CH:32][N:31]=[CH:30][CH:29]=2)[C:13]([CH3:26])=[CH:14][C:15]=1[NH:16][CH2:17][C:18]1[CH:23]=[CH:22][C:21]([F:24])=[CH:20][C:19]=1[F:25].C([O-])(O)=O.[Na+]. Given the product [Br:9][C:10]1[C:11](=[O:34])[N:12]([CH2:27][C:28]2[CH:33]=[CH:32][N:31]=[CH:30][CH:29]=2)[C:13]([CH3:26])=[CH:14][C:15]=1[NH:16][CH2:17][C:18]1[CH:23]=[CH:22][C:21]([F:24])=[CH:20][C:19]=1[F:25], predict the reactants needed to synthesize it. (8) Given the product [CH3:17][C:18]1([CH3:26])[O:25][C:23](=[O:24])[CH:22]([CH:27]([C:28]2[CH:33]=[CH:32][CH:31]=[CH:30][CH:29]=2)[C:8]2[C:9]3[C:10](=[N:11][CH:12]=[CH:13][CH:14]=3)[NH:6][CH:7]=2)[C:20](=[O:21])[O:19]1, predict the reactants needed to synthesize it. The reactants are: C([Si](C)(C)[N:6]1[C:10]2=[N:11][CH:12]=[CH:13][CH:14]=[C:9]2[CH:8]=[CH:7]1)(C)(C)C.[CH3:17][C:18]1([CH3:26])[O:25][C:23](=[O:24])[CH2:22][C:20](=[O:21])[O:19]1.[CH:27](=O)[C:28]1[CH:33]=[CH:32][CH:31]=[CH:30][CH:29]=1.N1CCC[C@H]1C(O)=O.